Regression. Given a peptide amino acid sequence and an MHC pseudo amino acid sequence, predict their binding affinity value. This is MHC class I binding data. From a dataset of Peptide-MHC class I binding affinity with 185,985 pairs from IEDB/IMGT. (1) The MHC is Mamu-A02 with pseudo-sequence Mamu-A02. The peptide sequence is YTPKVVGG. The binding affinity (normalized) is 0. (2) The peptide sequence is PPALNCYWPL. The MHC is HLA-B54:01 with pseudo-sequence HLA-B54:01. The binding affinity (normalized) is 0.0256.